Predict the reaction yield, written as a fraction of the theoretical maximum amount of product (1.0 means a 100% yield; for example, 0.34 means a 34% yield). From a dataset of Reaction yield outcomes from USPTO patents with 853,638 reactions. The reactants are [CH3:1][C:2]1[CH:7]2[CH2:8][CH:4]([CH2:5][CH2:6]2)[C:3]=1[CH2:9][CH2:10][OH:11].CC(OI1(OC(C)=O)(OC(C)=O)OC(=O)C2C=CC=CC1=2)=O.[OH-].[Na+]. The catalyst is ClCCl. The product is [CH3:1][C:2]1[CH:7]2[CH2:8][CH:4]([CH2:5][CH2:6]2)[C:3]=1[CH2:9][CH:10]=[O:11]. The yield is 0.880.